This data is from NCI-60 drug combinations with 297,098 pairs across 59 cell lines. The task is: Regression. Given two drug SMILES strings and cell line genomic features, predict the synergy score measuring deviation from expected non-interaction effect. Drug 1: CC1=C2C(C(=O)C3(C(CC4C(C3C(C(C2(C)C)(CC1OC(=O)C(C(C5=CC=CC=C5)NC(=O)OC(C)(C)C)O)O)OC(=O)C6=CC=CC=C6)(CO4)OC(=O)C)OC)C)OC. Drug 2: CNC(=O)C1=CC=CC=C1SC2=CC3=C(C=C2)C(=NN3)C=CC4=CC=CC=N4. Cell line: SK-MEL-5. Synergy scores: CSS=32.3, Synergy_ZIP=4.64, Synergy_Bliss=2.51, Synergy_Loewe=-27.4, Synergy_HSA=-1.86.